The task is: Predict the reaction yield, written as a fraction of the theoretical maximum amount of product (1.0 means a 100% yield; for example, 0.34 means a 34% yield).. This data is from Reaction yield outcomes from USPTO patents with 853,638 reactions. (1) The reactants are [CH3:1][N:2]1[C:14]2([CH2:19][CH2:18][N:17](C(OCC3C=CC=CC=3)=O)[CH2:16][CH2:15]2)[C:6]2=[CH:7][CH:8]=[C:9]([S:10]([CH3:13])(=[O:12])=[O:11])[N:5]2[CH2:4][CH2:3]1. The catalyst is CCO.[C].[Pd]. The product is [CH3:1][N:2]1[C:14]2([CH2:19][CH2:18][NH:17][CH2:16][CH2:15]2)[C:6]2=[CH:7][CH:8]=[C:9]([S:10]([CH3:13])(=[O:11])=[O:12])[N:5]2[CH2:4][CH2:3]1. The yield is 0.970. (2) The reactants are [N:1]1[CH:6]=[CH:5][C:4]([NH:7][C:8]2[N:9]=[CH:10][C:11]3[CH:17]=[C:16]([C:18]4[CH:23]=[C:22]([O:24][CH3:25])[CH:21]=[C:20]([O:26][CH3:27])[CH:19]=4)[C:15](=[O:28])[N:14]([CH2:29][CH3:30])[C:12]=3[N:13]=2)=[CH:3][CH:2]=1.[ClH:31]. No catalyst specified. The product is [ClH:31].[N:1]1[CH:6]=[CH:5][C:4]([NH:7][C:8]2[N:9]=[CH:10][C:11]3[CH:17]=[C:16]([C:18]4[CH:23]=[C:22]([O:24][CH3:25])[CH:21]=[C:20]([O:26][CH3:27])[CH:19]=4)[C:15](=[O:28])[N:14]([CH2:29][CH3:30])[C:12]=3[N:13]=2)=[CH:3][CH:2]=1. The yield is 0.920. (3) The reactants are [C@H:1]12[CH2:55][C@H:4]([N:5]([CH2:7][CH2:8][NH:9][C@:10]34[CH2:51][CH2:50][C@@H:49]([C:52]([CH3:54])=[CH2:53])[C@@H:11]3[C@@H:12]3[C@@:25]([CH3:28])([CH2:26][CH2:27]4)[C@@:24]4([CH3:29])[C@@H:15]([C@:16]5([CH3:48])[C@@H:21]([CH2:22][CH2:23]4)[C:20]([CH3:31])([CH3:30])[C:19]([C:32]4[CH2:37][CH2:36][C@H:35]([C:38]([O:40]CC6C=CC=CC=6)=[O:39])[CH2:34][CH:33]=4)=[CH:18][CH2:17]5)[CH2:14][CH2:13]3)[CH2:6]1)[CH2:3][O:2]2.[OH-].[Li+]. The catalyst is C1COCC1.CO. The product is [C@H:1]12[CH2:55][C@H:4]([N:5]([CH2:7][CH2:8][NH:9][C@:10]34[CH2:51][CH2:50][C@@H:49]([C:52]([CH3:54])=[CH2:53])[C@@H:11]3[C@@H:12]3[C@@:25]([CH3:28])([CH2:26][CH2:27]4)[C@@:24]4([CH3:29])[C@@H:15]([C@:16]5([CH3:48])[C@@H:21]([CH2:22][CH2:23]4)[C:20]([CH3:31])([CH3:30])[C:19]([C:32]4[CH2:37][CH2:36][C@H:35]([C:38]([OH:40])=[O:39])[CH2:34][CH:33]=4)=[CH:18][CH2:17]5)[CH2:14][CH2:13]3)[CH2:6]1)[CH2:3][O:2]2. The yield is 0.800. (4) The reactants are [OH:1][C:2]1[CH:15]=[C:14]([OH:16])[CH:13]=[CH:12][C:3]=1[C:4]([C:6]1[CH:11]=[CH:10][CH:9]=[CH:8][CH:7]=1)=[O:5].C(=O)([O-])[O-].[K+].[K+].[CH2:23]([O:25][C:26](=[O:29])[CH2:27]Br)C. The catalyst is CO. The product is [CH3:23][O:25][C:26](=[O:29])[CH2:27][O:16][C:14]1[CH:13]=[CH:12][C:3]([C:4](=[O:5])[C:6]2[CH:11]=[CH:10][CH:9]=[CH:8][CH:7]=2)=[C:2]([OH:1])[CH:15]=1. The yield is 0.490. (5) The reactants are [H-].[Al+3].[Li+].[H-].[H-].[H-].[CH2:7]([NH:14][C:15](=O)[CH2:16][N:17]1[CH2:22][CH2:21][N:20]([CH2:23][CH2:24][CH2:25][OH:26])[CH2:19][CH2:18]1)[CH2:8][CH2:9][CH2:10][CH2:11][CH2:12][CH3:13].[Cl-].[NH4+]. The catalyst is C1COCC1. The product is [CH2:7]([NH:14][CH2:15][CH2:16][N:17]1[CH2:18][CH2:19][N:20]([CH2:23][CH2:24][CH2:25][OH:26])[CH2:21][CH2:22]1)[CH2:8][CH2:9][CH2:10][CH2:11][CH2:12][CH3:13]. The yield is 0.410. (6) The reactants are [C:1]([C:5]1[CH:9]=[C:8]([NH:10][C:11]([NH:13][C@@H:14]2[C:23]3[C:18](=[CH:19][CH:20]=[CH:21][CH:22]=3)[C@H:17]([O:24][C:25]3[CH:26]=[CH:27][C:28]4[N:29]([C:31]([N:34]5[CH2:39][CH2:38][CH2:37][CH2:36][C@@H:35]5[CH3:40])=[N:32][N:33]=4)[CH:30]=3)[CH2:16][CH2:15]2)=[O:12])[N:7]([CH2:41][CH2:42][O:43]S(C)(=O)=O)[N:6]=1)([CH3:4])([CH3:3])[CH3:2].[NH:48]1[CH2:53][CH2:52][CH2:51][CH2:50][CH2:49]1.CN(C=[O:58])C. No catalyst specified. The product is [CH:42]([OH:43])=[O:58].[C:1]([C:5]1[CH:9]=[C:8]([NH:10][C:11]([NH:13][C@@H:14]2[C:23]3[C:18](=[CH:19][CH:20]=[CH:21][CH:22]=3)[C@H:17]([O:24][C:25]3[CH:26]=[CH:27][C:28]4[N:29]([C:31]([N:34]5[CH2:39][CH2:38][CH2:37][CH2:36][C@@H:35]5[CH3:40])=[N:32][N:33]=4)[CH:30]=3)[CH2:16][CH2:15]2)=[O:12])[N:7]([CH2:41][CH2:42][N:48]2[CH2:53][CH2:52][CH2:51][CH2:50][CH2:49]2)[N:6]=1)([CH3:4])([CH3:3])[CH3:2]. The yield is 0.520. (7) The yield is 0.300. The catalyst is C(O)CCC.O. The product is [CH3:1][C:2]1[CH:3]=[C:4]([C:14]2[CH:22]=[CH:21][C:17]([C:18]([OH:20])=[O:19])=[CH:16][CH:15]=2)[CH:5]=[CH:6][C:7]=1[O:8][CH3:9]. The reactants are [CH3:1][C:2]1[CH:3]=[C:4](B(O)O)[CH:5]=[CH:6][C:7]=1[O:8][CH3:9].I[C:14]1[CH:22]=[CH:21][C:17]([C:18]([OH:20])=[O:19])=[CH:16][CH:15]=1.C(=O)([O-])[O-].[Cs+].[Cs+].C1(C)C=CC=CC=1. (8) The reactants are [CH2:1]([O:3][C:4]([C:6]1[O:7][C:8]2[CH:14]=[C:13]([OH:15])[CH:12]=[CH:11][C:9]=2[CH:10]=1)=[O:5])[CH3:2].[H-].[Na+].Br[CH2:19][C:20]#[C:21][CH3:22].O. The catalyst is O1CCCC1.CN(C)C=O. The product is [CH2:1]([O:3][C:4]([C:6]1[O:7][C:8]2[CH:14]=[C:13]([O:15][CH2:19][C:20]#[C:21][CH3:22])[CH:12]=[CH:11][C:9]=2[CH:10]=1)=[O:5])[CH3:2]. The yield is 0.810. (9) The reactants are [CH:1]([N:4]1[C:10](=[O:11])[CH2:9][CH2:8][CH2:7][C:6]2[CH:12]=[C:13]([N+:16]([O-])=O)[CH:14]=[CH:15][C:5]1=2)([CH3:3])[CH3:2].Cl[C:20]1[N:25]=[C:24]([NH:26][CH:27]2[CH:32]3[CH2:33][CH:29]([CH:30]=[CH:31]3)[CH:28]2[C:34]([NH2:36])=[O:35])[C:23]([Cl:37])=[CH:22][N:21]=1. No catalyst specified. The product is [Cl:37][C:23]1[C:24]([NH:26][CH:27]2[CH:32]3[CH2:33][CH:29]([CH:30]=[CH:31]3)[CH:28]2[C:34]([NH2:36])=[O:35])=[N:25][C:20]([NH:16][C:13]2[CH:14]=[CH:15][C:5]3[N:4]([CH:1]([CH3:3])[CH3:2])[C:10](=[O:11])[CH2:9][CH2:8][CH2:7][C:6]=3[CH:12]=2)=[N:21][CH:22]=1. The yield is 0.570. (10) The reactants are [CH3:1][C:2]1[CH:7]=[CH:6][C:5]([S:8](Cl)(=[O:10])=[O:9])=[CH:4][CH:3]=1.[CH3:12][C:13]1[O:17][C:16]([CH2:18][CH2:19][OH:20])=[CH:15][CH:14]=1. The catalyst is N1C=CC=CC=1. The product is [CH3:12][C:13]1[O:17][C:16]([CH2:18][CH2:19][OH:20])=[CH:15][CH:14]=1.[CH3:1][C:2]1[CH:7]=[CH:6][C:5]([S:8]([O-:10])(=[O:17])=[O:9])=[CH:4][CH:3]=1. The yield is 0.810.